Task: Predict the reactants needed to synthesize the given product.. Dataset: Full USPTO retrosynthesis dataset with 1.9M reactions from patents (1976-2016) (1) Given the product [Br:1][C:2]1[CH:11]=[C:10]2[C:5]([C:6]3[CH:16]=[CH:15][C:14]([Br:17])=[CH:13][C:7]=3[CH2:8][O:9]2)=[CH:4][CH:3]=1, predict the reactants needed to synthesize it. The reactants are: [Br:1][C:2]1[CH:11]=[C:10]2[C:5]([C:6]3[CH:16]=[CH:15][C:14]([Br:17])=[CH:13][C:7]=3[C:8](=O)[O:9]2)=[CH:4][CH:3]=1.[Li+].[BH4-]. (2) Given the product [CH3:30][O:31][C:32](=[O:38])[CH2:33][CH2:34][S:35]([C:2]1[CH:3]=[CH:4][C:5]([C:8]2([NH:11][C:12]([C:14]3[C:15]4[CH:22]=[N:21][N:20]([C:23]5[CH:28]=[CH:27][C:26]([F:29])=[CH:25][CH:24]=5)[C:16]=4[CH:17]=[N:18][CH:19]=3)=[O:13])[CH2:10][CH2:9]2)=[CH:6][N:7]=1)(=[O:37])=[O:36], predict the reactants needed to synthesize it. The reactants are: Br[C:2]1[N:7]=[CH:6][C:5]([C:8]2([NH:11][C:12]([C:14]3[C:15]4[CH:22]=[N:21][N:20]([C:23]5[CH:28]=[CH:27][C:26]([F:29])=[CH:25][CH:24]=5)[C:16]=4[CH:17]=[N:18][CH:19]=3)=[O:13])[CH2:10][CH2:9]2)=[CH:4][CH:3]=1.[CH3:30][O:31][C:32](=[O:38])[CH2:33][CH2:34][S:35]([O-:37])=[O:36].[Na+]. (3) Given the product [BrH:1].[Br:1][CH2:2][C:3]1[CH:4]=[N:5][C:6]([CH3:12])=[C:7]([OH:11])[C:8]=1[CH2:9][OH:13], predict the reactants needed to synthesize it. The reactants are: [Br:1][CH2:2][C:3]1[CH:4]=[N:5][C:6]([CH3:12])=[C:7]([OH:11])[C:8]=1[CH2:9]Br.[OH2:13].